Dataset: Peptide-MHC class II binding affinity with 134,281 pairs from IEDB. Task: Regression. Given a peptide amino acid sequence and an MHC pseudo amino acid sequence, predict their binding affinity value. This is MHC class II binding data. (1) The peptide sequence is GWDLNAASAYCSTWD. The MHC is DRB1_0301 with pseudo-sequence DRB1_0301. The binding affinity (normalized) is 0.348. (2) The peptide sequence is SQPATGAATVAAGAA. The MHC is DRB1_1201 with pseudo-sequence DRB1_1201. The binding affinity (normalized) is 0. (3) The peptide sequence is EKKYFATTQFEPLAA. The MHC is HLA-DPA10103-DPB10601 with pseudo-sequence HLA-DPA10103-DPB10601. The binding affinity (normalized) is 1.00. (4) The binding affinity (normalized) is 1.00. The peptide sequence is YDKFLANVSTVLTGE. The MHC is DRB1_1302 with pseudo-sequence DRB1_1302. (5) The peptide sequence is AFKVAATAANAAPAL. The MHC is DRB1_0701 with pseudo-sequence DRB1_0701. The binding affinity (normalized) is 0.891. (6) The MHC is DRB1_0401 with pseudo-sequence DRB1_0401. The binding affinity (normalized) is 0.418. The peptide sequence is GLRVVCAKYALA. (7) The peptide sequence is YRKILRQRKIDRLID. The MHC is H-2-IAd with pseudo-sequence H-2-IAd. The binding affinity (normalized) is 0.